Dataset: Reaction yield outcomes from USPTO patents with 853,638 reactions. Task: Predict the reaction yield, written as a fraction of the theoretical maximum amount of product (1.0 means a 100% yield; for example, 0.34 means a 34% yield). (1) The reactants are [CH3:1][O:2][C:3]1[CH:4]=[C:5]([CH:8]=[C:9]([O:13][CH3:14])[C:10]=1[O:11][CH3:12])[CH:6]=[O:7].[BH4-].[Na+].O. No catalyst specified. The product is [O:2]([C:3]1[CH:4]=[C:5]([CH:8]=[C:9]([O:13][CH3:14])[C:10]=1[O:11][CH3:12])[CH2:6][OH:7])[CH3:1]. The yield is 0.927. (2) The reactants are C([O:9][CH2:10][CH3:11])(=O)CC(OCC)=O.[N:12]1[CH:17]=[CH:16][CH:15]=[C:14]([NH2:18])[C:13]=1[NH2:19].[OH2:20]. The catalyst is [O-]S(C(F)(F)F)(=O)=O.[Yb+3].[O-]S(C(F)(F)F)(=O)=O.[O-]S(C(F)(F)F)(=O)=O. The product is [NH:18]1[C:11](=[O:20])[C:10](=[O:9])[NH:19][C:13]2[N:12]=[CH:17][CH:16]=[CH:15][C:14]1=2. The yield is 0.800. (3) The reactants are O.[NH2:2][C:3]1[CH:8]=[C:7]([C:9]([CH3:13])([CH3:12])[CH2:10][CH3:11])[CH:6]=[CH:5][C:4]=1[OH:14].[OH:15][C:16]1[CH:24]=[CH:23][C:19]([C:20](O)=O)=[CH:18][CH:17]=1.B(O)(O)O. The catalyst is ClC1C=CC=CC=1Cl. The product is [CH3:12][C:9]([C:7]1[CH:6]=[CH:5][C:4]2[O:14][C:20]([C:19]3[CH:23]=[CH:24][C:16]([OH:15])=[CH:17][CH:18]=3)=[N:2][C:3]=2[CH:8]=1)([CH3:13])[CH2:10][CH3:11]. The yield is 0.810.